From a dataset of Catalyst prediction with 721,799 reactions and 888 catalyst types from USPTO. Predict which catalyst facilitates the given reaction. (1) Reactant: [O:1]1[C:5]2[CH:6]=[CH:7][CH:8]=[CH:9][C:4]=2[N:3]=[C:2]1[C:10]1[CH:15]=[CH:14][C:13]([NH2:16])=[C:12]([N+:17]([O-])=O)[CH:11]=1. Product: [O:1]1[C:5]2[CH:6]=[CH:7][CH:8]=[CH:9][C:4]=2[N:3]=[C:2]1[C:10]1[CH:11]=[C:12]([NH2:17])[C:13]([NH2:16])=[CH:14][CH:15]=1. The catalyst class is: 19. (2) Reactant: [CH3:1][N:2]([CH2:51][C:52]1[C:53]2[C:58]([C:59]([CH2:66][NH:67][CH3:68])=[C:60]3[C:65]=1[CH:64]=[CH:63][CH:62]=[CH:61]3)=[CH:57][CH:56]=[CH:55][CH:54]=2)[C:3]([C:5]1[CH:28]=[CH:27][C:26]([C:29](=[O:50])[N:30]([CH3:49])[CH2:31][C:32]2[C:33]3[C:38]([C:39]([CH2:46][NH:47][CH3:48])=[C:40]4[C:45]=2[CH:44]=[CH:43][CH:42]=[CH:41]4)=[CH:37][CH:36]=[CH:35][CH:34]=3)=[CH:25][C:6]=1[O:7][CH2:8][C:9]1[N:10]=[N:11][N:12]([CH2:14][CH2:15][CH2:16][NH:17][C:18](=[O:24])[O:19][C:20]([CH3:23])([CH3:22])[CH3:21])[CH:13]=1)=[O:4].Br[CH2:70][C:71]1[CH:76]=[CH:75][CH:74]=[CH:73][C:72]=1[B:77]1[O:82]CC(C)(C)C[O:78]1.C([O-])([O-])=O.[K+].[K+].[Na+].[I-]. Product: [C:20]([O:19][C:18]([NH:17][CH2:16][CH2:15][CH2:14][N:12]1[CH:13]=[C:9]([CH2:8][O:7][C:6]2[CH:25]=[C:26]([C:29]([N:30]([CH2:31][C:32]3[C:33]4[C:38](=[CH:37][CH:36]=[CH:35][CH:34]=4)[C:39]([CH2:46][N:47]([CH2:70][C:71]4[CH:76]=[CH:75][CH:74]=[CH:73][C:72]=4[B:77]([OH:78])[OH:82])[CH3:48])=[C:40]4[C:45]=3[CH:44]=[CH:43][CH:42]=[CH:41]4)[CH3:49])=[O:50])[CH:27]=[CH:28][C:5]=2[C:3]([N:2]([CH2:51][C:52]2[C:65]3[C:60](=[CH:61][CH:62]=[CH:63][CH:64]=3)[C:59]([CH2:66][N:67]([CH2:70][C:71]3[CH:76]=[CH:75][CH:74]=[CH:73][C:72]=3[B:77]([OH:82])[OH:78])[CH3:68])=[C:58]3[C:53]=2[CH:54]=[CH:55][CH:56]=[CH:57]3)[CH3:1])=[O:4])[N:10]=[N:11]1)=[O:24])([CH3:23])([CH3:22])[CH3:21]. The catalyst class is: 23. (3) Reactant: [Na].[NH2:2][C:3]1[CH:8]=[CH:7][C:6]([N+:9]([O-:11])=[O:10])=[CH:5][C:4]=1[S:12]([OH:15])(=O)=[O:13].S(Cl)(Cl)(=O)=O.P(Cl)(Cl)(Cl)=O.S1(CCCC1)(=O)=O.[NH3:33]. Product: [NH3:2].[NH2:2][C:3]1[CH:8]=[CH:7][C:6]([N+:9]([O-:11])=[O:10])=[CH:5][C:4]=1[S:12]([NH2:33])(=[O:15])=[O:13]. The catalyst class is: 5.